This data is from Catalyst prediction with 721,799 reactions and 888 catalyst types from USPTO. The task is: Predict which catalyst facilitates the given reaction. (1) Reactant: [CH3:1][N:2]1[CH2:7][CH:6]=[C:5]([C:8]2[CH:20]=[CH:19][CH:18]=[CH:17][C:9]=2[CH:10]=[C:11]2[CH2:15][CH2:14][NH:13][C:12]2=[O:16])[CH2:4][CH2:3]1.[H][H]. Product: [CH3:1][N:2]1[CH2:7][CH2:6][CH:5]([C:8]2[CH:20]=[CH:19][CH:18]=[CH:17][C:9]=2[CH2:10][CH:11]2[CH2:15][CH2:14][NH:13][C:12]2=[O:16])[CH2:4][CH2:3]1. The catalyst class is: 43. (2) Reactant: [CH3:1][NH:2][S:3]([C:6]1[CH:32]=[CH:31][C:9]([CH2:10][NH:11][C:12]([C:14]2[C:15]3[CH:16]=[N:17][N:18]([C:24]4[CH:29]=[CH:28][C:27]([F:30])=[CH:26][CH:25]=4)[C:19]=3[CH:20]=[C:21](Br)[CH:22]=2)=[O:13])=[CH:8][CH:7]=1)(=[O:5])=[O:4].[CH3:33]B(O)O.C(=O)([O-])[O-].[Na+].[Na+]. Product: [CH3:1][NH:2][S:3]([C:6]1[CH:32]=[CH:31][C:9]([CH2:10][NH:11][C:12]([C:14]2[C:15]3[CH:16]=[N:17][N:18]([C:24]4[CH:29]=[CH:28][C:27]([F:30])=[CH:26][CH:25]=4)[C:19]=3[CH:20]=[C:21]([CH3:33])[CH:22]=2)=[O:13])=[CH:8][CH:7]=1)(=[O:5])=[O:4]. The catalyst class is: 455.